This data is from Peptide-MHC class I binding affinity with 185,985 pairs from IEDB/IMGT. The task is: Regression. Given a peptide amino acid sequence and an MHC pseudo amino acid sequence, predict their binding affinity value. This is MHC class I binding data. (1) The peptide sequence is DEVDLYLLM. The MHC is HLA-B40:02 with pseudo-sequence HLA-B40:02. The binding affinity (normalized) is 0.359. (2) The peptide sequence is YTLIYRQL. The MHC is H-2-Db with pseudo-sequence H-2-Db. The binding affinity (normalized) is 0.